The task is: Predict the product of the given reaction.. This data is from Forward reaction prediction with 1.9M reactions from USPTO patents (1976-2016). (1) Given the reactants [CH2:1]([O:4][CH:5]1[CH2:14][CH2:13][C:8]2(OCC[O:9]2)[CH2:7][CH2:6]1)[CH2:2][CH3:3].Cl, predict the reaction product. The product is: [CH2:1]([O:4][CH:5]1[CH2:14][CH2:13][C:8](=[O:9])[CH2:7][CH2:6]1)[CH2:2][CH3:3]. (2) The product is: [Br:23][C:21]1[CH:20]=[CH:19][C:18]([O:24][CH2:25][CH:26]2[CH2:31][CH2:30][CH2:29][CH2:28][CH2:27]2)=[C:17]([C:12]2[N:11]([C:7]3[CH:6]=[C:5]([CH:10]=[CH:9][CH:8]=3)[C:4]([OH:32])=[O:3])[C:15]([CH3:16])=[CH:14][CH:13]=2)[CH:22]=1. Given the reactants C([O:3][C:4](=[O:32])[C:5]1[CH:10]=[CH:9][CH:8]=[C:7]([N:11]2[C:15]([CH3:16])=[CH:14][CH:13]=[C:12]2[C:17]2[CH:22]=[C:21]([Br:23])[CH:20]=[CH:19][C:18]=2[O:24][CH2:25][CH:26]2[CH2:31][CH2:30][CH2:29][CH2:28][CH2:27]2)[CH:6]=1)C.C(O)C, predict the reaction product. (3) The product is: [Cl:16][C:15]1[C:6]([NH:5][C:3](=[O:4])[CH2:2][NH:34][C:33]2[CH:35]=[CH:36][C:37]([F:38])=[C:31]([F:30])[CH:32]=2)=[C:7]2[C:12](=[CH:13][CH:14]=1)[N:11]=[C:10]([N:17]1[CH2:21][CH2:20][C@@H:19]([OH:22])[CH2:18]1)[CH:9]=[CH:8]2. Given the reactants Cl[CH2:2][C:3]([NH:5][C:6]1[C:15]([Cl:16])=[CH:14][CH:13]=[C:12]2[C:7]=1[CH:8]=[CH:9][C:10]([N:17]1[CH2:21][CH2:20][C@@H:19]([O:22][Si](C(C)(C)C)(C)C)[CH2:18]1)=[N:11]2)=[O:4].[F:30][C:31]1[CH:32]=[C:33]([CH:35]=[CH:36][C:37]=1[F:38])[NH2:34].[F-].C([N+](CCCC)(CCCC)CCCC)CCC, predict the reaction product. (4) Given the reactants [F:1][C:2]([F:29])([F:28])[C:3]1[CH:4]=[C:5]([S:9]([CH2:12][C@H:13]2[CH2:16][C@H:15]([N:17]3[C:25](=[O:26])[C:24]4[C:19](=[CH:20][CH:21]=[CH:22][CH:23]=4)[C:18]3=[O:27])[CH2:14]2)(=[O:11])=[O:10])[CH:6]=[CH:7][CH:8]=1.[Li+].[CH3:31]C([N-]C(C)C)C.CI, predict the reaction product. The product is: [F:29][C:2]([F:1])([F:28])[C:3]1[CH:4]=[C:5]([S:9]([CH:12]([C@H:13]2[CH2:14][C@H:15]([N:17]3[C:18](=[O:27])[C:19]4[C:24](=[CH:23][CH:22]=[CH:21][CH:20]=4)[C:25]3=[O:26])[CH2:16]2)[CH3:31])(=[O:10])=[O:11])[CH:6]=[CH:7][CH:8]=1.